This data is from Full USPTO retrosynthesis dataset with 1.9M reactions from patents (1976-2016). The task is: Predict the reactants needed to synthesize the given product. (1) Given the product [CH2:3]([C:10]1[CH:11]=[CH:12][C:13]([O:14][CH2:15][CH2:16][CH2:17][N:18]2[C:22]([CH3:23])=[CH:21][CH:20]=[C:19]2[C:24]2[CH:25]=[CH:26][C:27]([O:28][C@H:29]([CH2:33][C:34]3[CH:35]=[CH:36][CH:37]=[CH:38][CH:39]=3)[C:30]([O-:32])=[O:31])=[CH:40][CH:41]=2)=[CH:42][CH:43]=1)[C:4]1[CH:5]=[CH:6][CH:7]=[CH:8][CH:9]=1.[Na+:2], predict the reactants needed to synthesize it. The reactants are: [OH-].[Na+:2].[CH2:3]([C:10]1[CH:43]=[CH:42][C:13]([O:14][CH2:15][CH2:16][CH2:17][N:18]2[C:22]([CH3:23])=[CH:21][CH:20]=[C:19]2[C:24]2[CH:41]=[CH:40][C:27]([O:28][C@H:29]([CH2:33][C:34]3[CH:39]=[CH:38][CH:37]=[CH:36][CH:35]=3)[C:30]([OH:32])=[O:31])=[CH:26][CH:25]=2)=[CH:12][CH:11]=1)[C:4]1[CH:9]=[CH:8][CH:7]=[CH:6][CH:5]=1. (2) The reactants are: [C:1]([O:5][C:6]([N:8]1[CH2:13][CH2:12][C:11]([C:23]#[N:24])([CH:14]([C:16]2[CH:21]=[CH:20][C:19]([F:22])=[CH:18][CH:17]=2)[OH:15])[CH2:10][CH2:9]1)=[O:7])([CH3:4])([CH3:3])[CH3:2]. Given the product [C:1]([O:5][C:6]([N:8]1[CH2:9][CH2:10][C:11]([C:23]#[N:24])([C:14](=[O:15])[C:16]2[CH:17]=[CH:18][C:19]([F:22])=[CH:20][CH:21]=2)[CH2:12][CH2:13]1)=[O:7])([CH3:4])([CH3:2])[CH3:3], predict the reactants needed to synthesize it. (3) Given the product [OH:13][C:10]1[CH:9]=[CH:8][C:7]([N:1]2[CH2:2][CH2:3][N:4]([C:19]3[N:20]=[C:14]([OH:17])[C:15]4[S:27][CH2:26][CH2:25][C:23]=4[N:24]=3)[CH2:5][CH2:6]2)=[CH:12][CH:11]=1, predict the reactants needed to synthesize it. The reactants are: [N:1]1([C:7]2[CH:12]=[CH:11][C:10]([OH:13])=[CH:9][CH:8]=2)[CH2:6][CH2:5][NH:4][CH2:3][CH2:2]1.[C:14]([OH:17])(=O)[CH3:15].Cl[C:19]1[N:20]=C(NC2C=C(C=CC=2)C(O)=O)C2[S:27][CH2:26][CH2:25][C:23]=2[N:24]=1. (4) Given the product [NH2:8][C@@H:9]1[CH2:14][N:13]([CH2:15][CH2:16][CH3:17])[C:12](=[O:18])[CH2:11][CH2:10]1, predict the reactants needed to synthesize it. The reactants are: C([N:8](CC1C=CC=CC=1)[C@@H:9]1[CH2:14][N:13]([CH2:15][CH2:16][CH3:17])[C:12](=[O:18])[CH2:11][CH2:10]1)C1C=CC=CC=1. (5) Given the product [Br:24][C:25]1[CH:26]=[C:27]2[C:32](=[CH:33][CH:34]=1)[N:31]=[C:30]([NH:35][C:36]([CH3:37])([CH3:39])[CH3:38])[C:29]([CH:40]([OH:41])[CH2:23][C:21]1[CH:22]=[C:17]([C:13]([CH3:16])([CH3:15])[CH3:14])[N:18]=[CH:19][N:20]=1)=[CH:28]2, predict the reactants needed to synthesize it. The reactants are: [Li+].CCC[CH2-].C(NC(C)C)(C)C.[C:13]([C:17]1[CH:22]=[C:21]([CH3:23])[N:20]=[CH:19][N:18]=1)([CH3:16])([CH3:15])[CH3:14].[Br:24][C:25]1[CH:26]=[C:27]2[C:32](=[CH:33][CH:34]=1)[N:31]=[C:30]([NH:35][C:36]([CH3:39])([CH3:38])[CH3:37])[C:29]([CH:40]=[O:41])=[CH:28]2. (6) Given the product [CH:1]1([N:7]([CH2:21][CH2:22][NH:49][CH2:50][CH2:51][C:52]2[CH:61]=[CH:60][C:59]([OH:62])=[C:58]3[C:53]=2[CH:54]=[CH:55][C:56](=[O:63])[NH:57]3)[C:8](=[O:20])[CH2:9][CH2:10][O:11][CH2:12][CH2:13][C:14]2[CH:15]=[CH:16][CH:17]=[CH:18][CH:19]=2)[CH2:2][CH2:3][CH2:4][CH2:5][CH2:6]1, predict the reactants needed to synthesize it. The reactants are: [CH:1]1([N:7]([CH2:21][CH:22](OC)OC)[C:8](=[O:20])[CH2:9][CH2:10][O:11][CH2:12][CH2:13][C:14]2[CH:19]=[CH:18][CH:17]=[CH:16][CH:15]=2)[CH2:6][CH2:5][CH2:4][CH2:3][CH2:2]1.O.C1(C)C=CC(S(O)(=O)=O)=CC=1.CCN(C(C)C)C(C)C.Cl.[NH2:49][CH2:50][CH2:51][C:52]1[CH:61]=[CH:60][C:59]([OH:62])=[C:58]2[C:53]=1[CH:54]=[CH:55][C:56](=[O:63])[NH:57]2.C(O[BH-](OC(=O)C)OC(=O)C)(=O)C.[Na+].C(=O)([O-])O.[Na+].